This data is from Reaction yield outcomes from USPTO patents with 853,638 reactions. The task is: Predict the reaction yield, written as a fraction of the theoretical maximum amount of product (1.0 means a 100% yield; for example, 0.34 means a 34% yield). (1) The reactants are [Br:1][C:2]1[CH:18]=[CH:17][C:5]2[C:6]3[N:7]([CH:11]=[C:12]([C:14]([NH2:16])=O)[N:13]=3)[CH2:8][CH2:9][O:10][C:4]=2[CH:3]=1.[CH3:19]OC(OC)N(C)C.COCCOC.Cl.[CH:34]([NH:37][NH2:38])([CH3:36])[CH3:35]. The catalyst is C(O)(=O)C. The product is [Br:1][C:2]1[CH:18]=[CH:17][C:5]2[C:6]3[N:7]([CH:11]=[C:12]([C:14]4[N:37]([CH:34]([CH3:36])[CH3:35])[N:38]=[CH:19][N:16]=4)[N:13]=3)[CH2:8][CH2:9][O:10][C:4]=2[CH:3]=1. The yield is 0.390. (2) The reactants are [CH:1](=O)[C:2]1[CH:7]=[CH:6][CH:5]=[CH:4][CH:3]=1.[CH2:9]([SH:13])[CH2:10][CH2:11][SH:12].B(F)(F)F.CCOCC. The catalyst is C(Cl)Cl. The product is [C:2]1([CH:1]2[S:13][CH2:9][CH2:10][CH2:11][S:12]2)[CH:7]=[CH:6][CH:5]=[CH:4][CH:3]=1. The yield is 0.870.